Dataset: Peptide-MHC class II binding affinity with 134,281 pairs from IEDB. Task: Regression. Given a peptide amino acid sequence and an MHC pseudo amino acid sequence, predict their binding affinity value. This is MHC class II binding data. (1) The peptide sequence is FKDTSMQKTIPLVAL. The MHC is HLA-DQA10201-DQB10303 with pseudo-sequence HLA-DQA10201-DQB10303. The binding affinity (normalized) is 0.593. (2) The peptide sequence is AQLGLRKKTKQSITE. The MHC is DRB1_0101 with pseudo-sequence DRB1_0101. The binding affinity (normalized) is 0.221. (3) The peptide sequence is AAVLFAATAAAAAAV. The MHC is HLA-DPA10201-DPB10501 with pseudo-sequence HLA-DPA10201-DPB10501. The binding affinity (normalized) is 0.139. (4) The MHC is HLA-DQA10501-DQB10302 with pseudo-sequence HLA-DQA10501-DQB10302. The binding affinity (normalized) is 0.152. The peptide sequence is ELQLKDGRRIVVPCR. (5) The peptide sequence is EPTAAPAEPEAPAPE. The MHC is DRB1_0802 with pseudo-sequence DRB1_0802. The binding affinity (normalized) is 0.